Dataset: Retrosynthesis with 50K atom-mapped reactions and 10 reaction types from USPTO. Task: Predict the reactants needed to synthesize the given product. The reactants are: CC(C)(C)OC(=O)N1CCc2ccncc2C1. Given the product CC(C)(C)OC(=O)N1CCC2CCNCC2C1, predict the reactants needed to synthesize it.